Dataset: Forward reaction prediction with 1.9M reactions from USPTO patents (1976-2016). Task: Predict the product of the given reaction. (1) The product is: [CH2:14]([C:18]1[CH:23]=[CH:22][C:21]([C:2]2[CH:7]=[CH:6][N:5]=[C:4]([C:8]3[CH:13]=[CH:12][CH:11]=[CH:10][CH:9]=3)[CH:3]=2)=[CH:20][CH:19]=1)[CH:15]([CH3:17])[CH3:16]. Given the reactants Cl[C:2]1[CH:7]=[CH:6][N:5]=[C:4]([C:8]2[CH:13]=[CH:12][CH:11]=[CH:10][CH:9]=2)[CH:3]=1.[CH2:14]([C:18]1[CH:23]=[CH:22][C:21](B(O)O)=[CH:20][CH:19]=1)[CH:15]([CH3:17])[CH3:16].C1(P(C2CCCCC2)C2C=C(C3C(OC)=CC=CC=3OC)C=CC=2)CCCCC1.[O-]P([O-])([O-])=O.[K+].[K+].[K+], predict the reaction product. (2) Given the reactants [CH:1]([C:4]1[N:5]=[C:6]2[C:11]([Cl:12])=[CH:10][CH:9]=[CH:8][N:7]2[C:13]=1[C:14]1[CH:15]=[C:16]([OH:20])[CH:17]=[CH:18][CH:19]=1)([CH3:3])[CH3:2].F[C:22]1[CH:27]=[CH:26][C:25]([S:28]([N:31]([CH2:41][C:42]2[CH:47]=[CH:46][C:45]([O:48][CH3:49])=[CH:44][CH:43]=2)[CH2:32][C:33]2[CH:38]=[CH:37][C:36]([O:39][CH3:40])=[CH:35][CH:34]=2)(=[O:30])=[O:29])=[CH:24][CH:23]=1, predict the reaction product. The product is: [Cl:12][C:11]1[C:6]2[N:7]([C:13]([C:14]3[CH:15]=[C:16]([CH:17]=[CH:18][CH:19]=3)[O:20][C:22]3[CH:27]=[CH:26][C:25]([S:28]([N:31]([CH2:41][C:42]4[CH:43]=[CH:44][C:45]([O:48][CH3:49])=[CH:46][CH:47]=4)[CH2:32][C:33]4[CH:38]=[CH:37][C:36]([O:39][CH3:40])=[CH:35][CH:34]=4)(=[O:30])=[O:29])=[CH:24][CH:23]=3)=[C:4]([CH:1]([CH3:3])[CH3:2])[N:5]=2)[CH:8]=[CH:9][CH:10]=1. (3) Given the reactants [C:1](=[O:4])([O-:3])[O-:2].[Na+].[Na+].[CH2:7]=[CH:8][CH2:9][NH2:10].[CH2:11]1[O:13][CH:12]1[CH2:14][Cl:15].Cl, predict the reaction product. The product is: [CH2:7]=[CH:8][CH2:9][NH3+:10].[CH2:11]1[O:13][CH:12]1[CH2:14][Cl:15].[C:1]([O-:4])([OH:3])=[O:2]. (4) The product is: [CH2:1]([O:3][C:4]([CH:6]1[CH2:11][CH2:10][C:16]([O:17][CH2:18][CH3:19])([O:20][CH2:21][CH3:22])[CH2:8][CH2:7]1)=[O:5])[CH3:2]. Given the reactants [CH2:1]([O:3][C:4]([CH:6]1[CH2:11][CH2:10]C(=O)[CH2:8][CH2:7]1)=[O:5])[CH3:2].C(O[CH:16]([O:20][CH2:21][CH3:22])[O:17][CH2:18][CH3:19])C.C1(C)C=CC(S(O)(=O)=O)=CC=1.C(N(CC)CC)C, predict the reaction product.